From a dataset of Peptide-MHC class I binding affinity with 185,985 pairs from IEDB/IMGT. Regression. Given a peptide amino acid sequence and an MHC pseudo amino acid sequence, predict their binding affinity value. This is MHC class I binding data. (1) The peptide sequence is TPYDINQML. The MHC is HLA-A23:01 with pseudo-sequence HLA-A23:01. The binding affinity (normalized) is 0. (2) The MHC is HLA-B46:01 with pseudo-sequence HLA-B46:01. The peptide sequence is NYNGLLSSI. The binding affinity (normalized) is 0.0847. (3) The peptide sequence is MLKLRVDVF. The MHC is HLA-A02:01 with pseudo-sequence HLA-A02:01. The binding affinity (normalized) is 0.0847. (4) The peptide sequence is ARADGILRF. The binding affinity (normalized) is 0.0847. The MHC is HLA-B07:02 with pseudo-sequence HLA-B07:02. (5) The peptide sequence is ISNQEPLKL. The MHC is HLA-A02:01 with pseudo-sequence HLA-A02:01. The binding affinity (normalized) is 0.0847. (6) The MHC is Mamu-B52 with pseudo-sequence Mamu-B52. The peptide sequence is IHFLIRQLI. The binding affinity (normalized) is 0.278.